Predict which catalyst facilitates the given reaction. From a dataset of Catalyst prediction with 721,799 reactions and 888 catalyst types from USPTO. Reactant: [F:1][C:2]1[CH:29]=[CH:28][CH:27]=[C:26]([F:30])[C:3]=1[CH2:4][O:5][C:6]1[CH:7]=[CH:8][C:9]([CH3:25])=[C:10]([N:12]2[CH2:21][C:20]3[C:15](=[CH:16][C:17]([C:22]#[N:23])=[CH:18][CH:19]=3)[NH:14][C:13]2=[O:24])[CH:11]=1.Cl.[NH2:32][OH:33].C(=O)([O-])O.[Na+].O. Product: [F:1][C:2]1[CH:29]=[CH:28][CH:27]=[C:26]([F:30])[C:3]=1[CH2:4][O:5][C:6]1[CH:7]=[CH:8][C:9]([CH3:25])=[C:10]([N:12]2[CH2:21][C:20]3[C:15](=[CH:16][C:17]([C:22](=[N:32][OH:33])[NH2:23])=[CH:18][CH:19]=3)[NH:14][C:13]2=[O:24])[CH:11]=1. The catalyst class is: 16.